Dataset: Reaction yield outcomes from USPTO patents with 853,638 reactions. Task: Predict the reaction yield, written as a fraction of the theoretical maximum amount of product (1.0 means a 100% yield; for example, 0.34 means a 34% yield). (1) The reactants are [BH4-].[Na+].CO.[C:5]([NH:8][C:9]1[S:10][C:11]2[C:16]([N:17]=1)=[CH:15][CH:14]=[C:13]([O:18][C:19]1[CH:20]=[CH:21][C:22]([Cl:32])=[C:23]([NH:25]C(=O)C(F)(F)F)[CH:24]=1)[N:12]=2)(=[O:7])[CH3:6]. The catalyst is C(O)C.C(OCC)(=O)C. The product is [NH2:25][C:23]1[CH:24]=[C:19]([CH:20]=[CH:21][C:22]=1[Cl:32])[O:18][C:13]1[N:12]=[C:11]2[S:10][C:9]([NH:8][C:5](=[O:7])[CH3:6])=[N:17][C:16]2=[CH:15][CH:14]=1. The yield is 0.500. (2) The reactants are C[S:2]([C:5]1[N:10]=[C:9]([C:11]2[C:19]3[C:14](=[N:15][CH:16]=[C:17]([C:20]([F:23])([F:22])[F:21])[CH:18]=3)[N:13](S(C3C=CC(C)=CC=3)(=O)=O)[CH:12]=2)[C:8]([C:34]#[N:35])=[CH:7][N:6]=1)(=O)=O.[C:36]1(S)[CH:41]=[CH:40][CH:39]=[CH:38][CH:37]=1.CCN(C(C)C)C(C)C.O[Li].O. The catalyst is C1COCC1.O. The product is [C:36]1([S:2][C:5]2[N:10]=[C:9]([C:11]3[C:19]4[C:14](=[N:15][CH:16]=[C:17]([C:20]([F:23])([F:22])[F:21])[CH:18]=4)[NH:13][CH:12]=3)[C:8]([C:34]#[N:35])=[CH:7][N:6]=2)[CH:41]=[CH:40][CH:39]=[CH:38][CH:37]=1. The yield is 0.470. (3) The product is [C:21]([O:20][C:18](=[O:19])[NH:1][C:2]1[NH:3][C:4](=[O:17])[C:5]2[CH:10]=[C:9]([C:11]3[CH:16]=[CH:15][CH:14]=[CH:13][CH:12]=3)[S:8][C:6]=2[N:7]=1)([CH3:24])([CH3:23])[CH3:22]. The yield is 0.320. The catalyst is CN(C)C=O.CN(C)C1C=CN=CC=1. The reactants are [NH2:1][C:2]1[NH:3][C:4](=[O:17])[C:5]2[CH:10]=[C:9]([C:11]3[CH:16]=[CH:15][CH:14]=[CH:13][CH:12]=3)[S:8][C:6]=2[N:7]=1.[C:18](O[C:18]([O:20][C:21]([CH3:24])([CH3:23])[CH3:22])=[O:19])([O:20][C:21]([CH3:24])([CH3:23])[CH3:22])=[O:19]. (4) The catalyst is ClCCl. The reactants are [Cl:1][C:2]1[CH:3]=[C:4]([CH:7]=[C:8]([O:11]C)[C:9]=1[OH:10])[CH:5]=[O:6].B(Br)(Br)Br. The yield is 0.890. The product is [Cl:1][C:2]1[CH:3]=[C:4]([CH:7]=[C:8]([OH:11])[C:9]=1[OH:10])[CH:5]=[O:6]. (5) The reactants are Cl[CH2:2][O:3][C:4](=[O:17])[CH2:5][CH2:6][C:7]([O:9][CH2:10][C:11]1[CH:16]=[CH:15][CH:14]=[CH:13][CH:12]=1)=[O:8].[I-:18].[Na+]. The catalyst is C(#N)C. The product is [I:18][CH2:2][O:3][C:4](=[O:17])[CH2:5][CH2:6][C:7]([O:9][CH2:10][C:11]1[CH:16]=[CH:15][CH:14]=[CH:13][CH:12]=1)=[O:8]. The yield is 1.00. (6) The reactants are Br[C:2]1[CH:18]=[C:17]([CH3:19])[C:5]2[N:6]=[C:7]([NH:10][C:11]3[CH:16]=[CH:15][CH:14]=[CH:13][CH:12]=3)[N:8]=[N:9][C:4]=2[CH:3]=1.[F:20][C:21]1[CH:26]=[CH:25][CH:24]=[C:23]([O:27][CH3:28])[C:22]=1B(O)O.C(=O)([O-])[O-].[K+].[K+].C1(P(C2C=CC=CC=2)C2C=CC=CC=2)C=CC=CC=1. The catalyst is CN(C)C(=O)C.C(O)C.O.[Pd].[Pd].C(=CC(C=CC1C=CC=CC=1)=O)C1C=CC=CC=1.C(=CC(C=CC1C=CC=CC=1)=O)C1C=CC=CC=1.C(=CC(C=CC1C=CC=CC=1)=O)C1C=CC=CC=1. The product is [F:20][C:21]1[CH:26]=[CH:25][CH:24]=[C:23]([O:27][CH3:28])[C:22]=1[C:2]1[CH:18]=[C:17]([CH3:19])[C:5]2[N:6]=[C:7]([NH:10][C:11]3[CH:16]=[CH:15][CH:14]=[CH:13][CH:12]=3)[N:8]=[N:9][C:4]=2[CH:3]=1. The yield is 0.175. (7) The reactants are [CH2:1]1[CH:3]([N:4]2[C:14]3[C:9](=[CH:10][C:11]([F:21])=[C:12]([N:15]4[CH2:20][CH2:19][NH:18][CH2:17][CH2:16]4)[CH:13]=3)[C:7](=[O:8])[C:6]([C:22]([OH:24])=[O:23])=[CH:5]2)[CH2:2]1.O.[ClH:26]. The catalyst is CC(O)CC. The product is [CH:10]1[C:9]2[C:7](=[O:8])[C:6]([C:22]([OH:24])=[O:23])=[CH:5][N:4]([CH:3]3[CH2:2][CH2:1]3)[C:14]=2[CH:13]=[C:12]([N:15]2[CH2:16][CH2:17][NH:18][CH2:19][CH2:20]2)[C:11]=1[F:21].[ClH:26]. The yield is 0.880.